From a dataset of Forward reaction prediction with 1.9M reactions from USPTO patents (1976-2016). Predict the product of the given reaction. (1) Given the reactants [CH2:1]([N:8]1[C:13](=[O:14])[C:12]([CH3:15])=[C:11]2[S:16][C:17]([C:19](O)=[O:20])=[CH:18][N:10]2[C:9]1=[O:22])[C:2]1[CH:7]=[CH:6][CH:5]=[CH:4][CH:3]=1.[CH3:23][N:24]1[CH:28]=[C:27]([CH2:29][NH2:30])[CH:26]=[N:25]1.O.ON1C2C=CC=CC=2N=N1.Cl.CN(C)CCCN=C=NCC, predict the reaction product. The product is: [CH3:23][N:24]1[CH:28]=[C:27]([CH2:29][NH:30][C:19]([C:17]2[S:16][C:11]3[N:10]([C:9](=[O:22])[N:8]([CH2:1][C:2]4[CH:7]=[CH:6][CH:5]=[CH:4][CH:3]=4)[C:13](=[O:14])[C:12]=3[CH3:15])[CH:18]=2)=[O:20])[CH:26]=[N:25]1. (2) Given the reactants [F:1][C:2]1([F:30])[CH2:7][CH2:6][CH:5]([CH2:8][NH:9][C:10]2[CH:15]=[CH:14][C:13]([N:16]([CH3:26])[S:17]([C:20]3[CH:25]=[CH:24][CH:23]=[CH:22][CH:21]=3)(=[O:19])=[O:18])=[CH:12][C:11]=2[N+:27]([O-])=O)[CH2:4][CH2:3]1, predict the reaction product. The product is: [NH2:27][C:11]1[CH:12]=[C:13]([N:16]([CH3:26])[S:17]([C:20]2[CH:25]=[CH:24][CH:23]=[CH:22][CH:21]=2)(=[O:19])=[O:18])[CH:14]=[CH:15][C:10]=1[NH:9][CH2:8][CH:5]1[CH2:6][CH2:7][C:2]([F:1])([F:30])[CH2:3][CH2:4]1. (3) Given the reactants [CH2:1]([N:3]1[CH2:8][CH:7]=[C:6]([C:9]2[C:10]([F:18])=[C:11]([CH:15]=[CH:16][CH:17]=2)[C:12]([NH2:14])=[O:13])[CH2:5][CH2:4]1)[CH3:2].Cl, predict the reaction product. The product is: [CH2:1]([N:3]1[CH2:4][CH2:5][CH:6]([C:9]2[C:10]([F:18])=[C:11]([CH:15]=[CH:16][CH:17]=2)[C:12]([NH2:14])=[O:13])[CH2:7][CH2:8]1)[CH3:2]. (4) Given the reactants I[C:2]1[C:10]2[C:9]([N:11]3[CH2:15][CH2:14][CH2:13][C@H:12]3[C:16]3[N:21]([C:22]4[CH:27]=[CH:26][CH:25]=[CH:24][CH:23]=4)[C:20](=[O:28])[C:19]4=[CH:29][CH:30]=[CH:31][N:18]4[N:17]=3)=[N:8][CH:7]=[N:6][C:5]=2[N:4]([CH2:32][O:33][CH2:34][CH2:35][Si:36]([CH3:39])([CH3:38])[CH3:37])[CH:3]=1.[CH3:40][C:41]1(C)C(C)(C)OB(C=C)O1.C1C=CC(P(C2C=CC=CC=2)C2C=CC=CC=2)=CC=1.C([O-])([O-])=O.[Na+].[Na+], predict the reaction product. The product is: [C:22]1([N:21]2[C:20](=[O:28])[C:19]3=[CH:29][CH:30]=[CH:31][N:18]3[N:17]=[C:16]2[C@@H:12]2[CH2:13][CH2:14][CH2:15][N:11]2[C:9]2[C:10]3[C:2]([CH:40]=[CH2:41])=[CH:3][N:4]([CH2:32][O:33][CH2:34][CH2:35][Si:36]([CH3:39])([CH3:38])[CH3:37])[C:5]=3[N:6]=[CH:7][N:8]=2)[CH:27]=[CH:26][CH:25]=[CH:24][CH:23]=1. (5) Given the reactants [N:1]1([C:7]2[CH:12]=[CH:11][C:10]([NH:13][C:14]([C:16]3[C:17]([C:22]4[CH:27]=[CH:26][C:25]([C:28]([F:31])([F:30])[F:29])=[CH:24][CH:23]=4)=[CH:18][CH:19]=[CH:20][CH:21]=3)=[O:15])=[CH:9][CH:8]=2)[CH2:6][CH2:5][NH:4][CH2:3][CH2:2]1.C([O-])([O-])=O.[Na+].[Na+].Br[CH:39]([C:44]1[CH:49]=[CH:48][CH:47]=[CH:46][CH:45]=1)[C:40]([O:42][CH3:43])=[O:41], predict the reaction product. The product is: [C:44]1([CH:39]([N:4]2[CH2:5][CH2:6][N:1]([C:7]3[CH:8]=[CH:9][C:10]([NH:13][C:14]([C:16]4[CH:21]=[CH:20][CH:19]=[CH:18][C:17]=4[C:22]4[CH:27]=[CH:26][C:25]([C:28]([F:29])([F:31])[F:30])=[CH:24][CH:23]=4)=[O:15])=[CH:11][CH:12]=3)[CH2:2][CH2:3]2)[C:40]([O:42][CH3:43])=[O:41])[CH:49]=[CH:48][CH:47]=[CH:46][CH:45]=1. (6) Given the reactants [C:1]([O:5][C:6]([N:8]1[CH2:13][CH2:12][NH:11][CH2:10][CH2:9]1)=[O:7])([CH3:4])([CH3:3])[CH3:2].[Cl:14][C:15]1[N:20]=[C:19](Cl)[C:18]([NH2:22])=[CH:17][N:16]=1.C(N(CC)CC)C, predict the reaction product. The product is: [C:1]([O:5][C:6]([N:8]1[CH2:13][CH2:12][N:11]([C:17]2[C:18]([NH2:22])=[CH:19][N:20]=[C:15]([Cl:14])[N:16]=2)[CH2:10][CH2:9]1)=[O:7])([CH3:4])([CH3:2])[CH3:3]. (7) Given the reactants [NH:1]1[CH2:5][CH2:4][CH2:3][CH2:2]1.[CH3:6][O:7][CH2:8][CH2:9][N:10]1[C:18]2[CH:17]=[CH:16][CH:15]=[C:14]([C:19]([OH:21])=O)[C:13]=2[CH:12]=[CH:11]1, predict the reaction product. The product is: [CH3:6][O:7][CH2:8][CH2:9][N:10]1[C:18]2[C:13](=[C:14]([C:19]([N:1]3[CH2:5][CH2:4][CH2:3][CH2:2]3)=[O:21])[CH:15]=[CH:16][CH:17]=2)[CH:12]=[CH:11]1. (8) Given the reactants [CH:1]1([CH2:6][C@@H:7]([C:20]([NH:22][NH:23][C:24]2[C:29]([F:30])=[C:28]([N:31]3[CH2:35][CH:34]([N:36]([CH3:38])[CH3:37])[C:33]([CH3:40])([CH3:39])[CH2:32]3)[N:27]=[C:26]([CH3:41])[N:25]=2)=[O:21])[CH2:8][N:9]([O:12]CC2C=CC=CC=2)[CH:10]=[O:11])[CH2:5][CH2:4][CH2:3][CH2:2]1, predict the reaction product. The product is: [CH:1]1([CH2:6][C@@H:7]([C:20]([NH:22][NH:23][C:24]2[C:29]([F:30])=[C:28]([N:31]3[CH2:35][CH:34]([N:36]([CH3:38])[CH3:37])[C:33]([CH3:39])([CH3:40])[CH2:32]3)[N:27]=[C:26]([CH3:41])[N:25]=2)=[O:21])[CH2:8][N:9]([OH:12])[CH:10]=[O:11])[CH2:5][CH2:4][CH2:3][CH2:2]1.